From a dataset of Peptide-MHC class I binding affinity with 185,985 pairs from IEDB/IMGT. Regression. Given a peptide amino acid sequence and an MHC pseudo amino acid sequence, predict their binding affinity value. This is MHC class I binding data. (1) The peptide sequence is LPFHNVHPL. The MHC is HLA-B35:01 with pseudo-sequence HLA-B35:01. The binding affinity (normalized) is 1.00. (2) The peptide sequence is AYIAFPTSCHMFI. The MHC is HLA-B44:02 with pseudo-sequence HLA-B44:02. The binding affinity (normalized) is 0.